From a dataset of Forward reaction prediction with 1.9M reactions from USPTO patents (1976-2016). Predict the product of the given reaction. (1) Given the reactants [Cl:1][C:2]1[CH:10]=[C:9]2[C:5]([C:6]([CH:11]=O)=[CH:7][NH:8]2)=[CH:4][C:3]=1[F:13].C([O-])(=O)C.[NH4+].[N+:19]([CH2:22][CH3:23])([O-:21])=[O:20], predict the reaction product. The product is: [Cl:1][C:2]1[CH:10]=[C:9]2[C:5]([C:6]([CH:11]=[C:22]([N+:19]([O-:21])=[O:20])[CH3:23])=[CH:7][NH:8]2)=[CH:4][C:3]=1[F:13]. (2) The product is: [Cl:1][C:2]1[CH:3]=[C:4]([C@H:9]([OH:11])[CH3:10])[CH:5]=[C:6]([CH3:8])[CH:7]=1. Given the reactants [Cl:1][C:2]1[CH:3]=[C:4]([C:9](=[O:11])[CH3:10])[CH:5]=[C:6]([CH3:8])[CH:7]=1.[Cl-].[NH4+], predict the reaction product.